This data is from Full USPTO retrosynthesis dataset with 1.9M reactions from patents (1976-2016). The task is: Predict the reactants needed to synthesize the given product. (1) Given the product [CH3:1][C:2]1[CH2:7][CH2:6][C@@H:5]([C:8]([Cl:29])=[O:10])[CH2:4][CH:3]=1, predict the reactants needed to synthesize it. The reactants are: [CH3:1][C:2]1[CH2:7][CH2:6][C@@H:5]([C:8]([OH:10])=O)[CH2:4][CH:3]=1.C1(C)C=CC=CC=1.[O-]P([O-])([O-])=O.[K+].[K+].[K+].C(Cl)(=O)C([Cl:29])=O. (2) Given the product [CH3:33][O:32][C:20]1[C:21]([C:27]2[S:28][CH:29]=[CH:30][CH:31]=2)=[CH:22][CH:23]=[C:24]([O:25][CH3:26])[C:19]=1[C:17](=[O:18])[CH2:16][C:13]1[CH:12]=[CH:11][C:10]([C:9]([OH:34])=[O:8])=[CH:15][CH:14]=1, predict the reactants needed to synthesize it. The reactants are: CC(C)([O-])C.[K+].C[O:8][C:9](=[O:34])[C:10]1[CH:15]=[CH:14][C:13]([CH2:16][C:17]([C:19]2[C:24]([O:25][CH3:26])=[CH:23][CH:22]=[C:21]([C:27]3[S:28][CH:29]=[CH:30][CH:31]=3)[C:20]=2[O:32][CH3:33])=[O:18])=[CH:12][CH:11]=1. (3) Given the product [C:32]([O:36][C:37](=[O:47])[NH:38][C:39]1[C:44]([CH:45]([C:2]2[C:7]([N:8]([S:9]([C:12]3[CH:17]=[CH:16][C:15]([Cl:18])=[C:14]([C:19]([F:22])([F:21])[F:20])[CH:13]=3)(=[O:11])=[O:10])[CH2:23][O:24][CH3:25])=[CH:6][C:5]([Cl:26])=[CH:4][N:3]=2)[OH:46])=[CH:43][CH:42]=[CH:41][N:40]=1)([CH3:35])([CH3:33])[CH3:34], predict the reactants needed to synthesize it. The reactants are: Br[C:2]1[C:7]([N:8]([CH2:23][O:24][CH3:25])[S:9]([C:12]2[CH:17]=[CH:16][C:15]([Cl:18])=[C:14]([C:19]([F:22])([F:21])[F:20])[CH:13]=2)(=[O:11])=[O:10])=[CH:6][C:5]([Cl:26])=[CH:4][N:3]=1.C([Mg]Cl)(C)C.[C:32]([O:36][C:37](=[O:47])[NH:38][C:39]1[C:44]([CH:45]=[O:46])=[CH:43][CH:42]=[CH:41][N:40]=1)([CH3:35])([CH3:34])[CH3:33]. (4) Given the product [N:18]1[CH:19]=[CH:20][N:37]=[CH:36][C:17]=1[NH:16][C:15]([N:31]1[CH2:13][CH2:6][NH:33][CH2:28][CH2:29]1)=[O:35], predict the reactants needed to synthesize it. The reactants are: OC1C=CC2SC(C(O)=O)=C[C:6]=2[CH:13]=1.C[CH2:15][N:16]=[C:17]=[N:18][CH2:19][CH2:20]CN(C)C.C1C=C[C:28]2[N:33](O)N=[N:31][C:29]=2C=1.[OH2:35].[CH3:36][N:37](C=O)C. (5) Given the product [C:14]([O:13][C:11](=[O:12])[NH:1][CH2:2][CH2:3][O:4][CH2:5][CH2:6][O:7][CH2:8][CH2:9][NH2:10])([CH3:17])([CH3:16])[CH3:15], predict the reactants needed to synthesize it. The reactants are: [NH2:1][CH2:2][CH2:3][O:4][CH2:5][CH2:6][O:7][CH2:8][CH2:9][NH2:10].[C:11](O[C:11]([O:13][C:14]([CH3:17])([CH3:16])[CH3:15])=[O:12])([O:13][C:14]([CH3:17])([CH3:16])[CH3:15])=[O:12].